Dataset: Forward reaction prediction with 1.9M reactions from USPTO patents (1976-2016). Task: Predict the product of the given reaction. (1) Given the reactants [CH3:1][O:2][CH2:3]Cl.C(N(C(C)C)C(C)C)C.[CH3:14][CH:15]([CH3:20])[C:16](=[CH2:19])[CH2:17][OH:18], predict the reaction product. The product is: [CH3:1][O:2][CH2:3][O:18][CH2:17][C:16]([CH:15]([CH3:20])[CH3:14])=[CH2:19]. (2) Given the reactants [Br:1][C:2]1[CH:19]=[CH:18][C:5]([O:6][CH2:7][CH2:8][CH2:9][NH:10][C:11](=[O:17])[O:12][C:13]([CH3:16])([CH3:15])[CH3:14])=[C:4]([N+:20]([O-])=O)[CH:3]=1.[Cl-].[NH4+], predict the reaction product. The product is: [NH2:20][C:4]1[CH:3]=[C:2]([Br:1])[CH:19]=[CH:18][C:5]=1[O:6][CH2:7][CH2:8][CH2:9][NH:10][C:11](=[O:17])[O:12][C:13]([CH3:16])([CH3:15])[CH3:14]. (3) Given the reactants [O:1]=[C:2]1[C:11]2[C:6](=[CH:7][CH:8]=[C:9]([C:12]([O:14][CH3:15])=[O:13])[CH:10]=2)[CH:5]=[CH:4][NH:3]1.Br[CH2:17][CH2:18]Br.C(=O)([O-])[O-:21].[Cs+].[Cs+], predict the reaction product. The product is: [OH:21][CH2:17][CH2:18][N:3]1[CH:4]=[CH:5][C:6]2[C:11](=[CH:10][C:9]([C:12]([O:14][CH3:15])=[O:13])=[CH:8][CH:7]=2)[C:2]1=[O:1]. (4) Given the reactants [NH2:1][C:2]1[C:11]([CH3:12])=[CH:10][C:9](Br)=[CH:8][C:3]=1[C:4]([NH:6][CH3:7])=[O:5].C1(C)C=C(C)C=C(C)C=1.[C-]#N.[Na+].[Cu][C:27]#[N:28].[I-].[Na+].C(N1C=CN=C1)CCC, predict the reaction product. The product is: [NH2:1][C:2]1[C:11]([CH3:12])=[CH:10][C:9]([C:27]#[N:28])=[CH:8][C:3]=1[C:4]([NH:6][CH3:7])=[O:5]. (5) The product is: [CH2:39]([N:38]1[C:37](=[O:46])[C:36]2[C:31](=[CH:32][C:33]([Cl:47])=[CH:34][CH:35]=2)[N:30]=[C:29]1[CH:25]([NH:24][CH2:21][CH:20]([F:23])[CH2:19][O:18][Si:1]([C:14]([CH3:17])([CH3:16])[CH3:15])([C:8]1[CH:9]=[CH:10][CH:11]=[CH:12][CH:13]=1)[C:2]1[CH:7]=[CH:6][CH:5]=[CH:4][CH:3]=1)[CH:26]([CH3:28])[CH3:27])[C:40]1[CH:41]=[CH:42][CH:43]=[CH:44][CH:45]=1. Given the reactants [Si:1]([O:18][CH2:19][CH:20]([F:23])[CH:21]=O)([C:14]([CH3:17])([CH3:16])[CH3:15])([C:8]1[CH:13]=[CH:12][CH:11]=[CH:10][CH:9]=1)[C:2]1[CH:7]=[CH:6][CH:5]=[CH:4][CH:3]=1.[NH2:24][CH:25]([C:29]1[N:38]([CH2:39][C:40]2[CH:45]=[CH:44][CH:43]=[CH:42][CH:41]=2)[C:37](=[O:46])[C:36]2[C:31](=[CH:32][C:33]([Cl:47])=[CH:34][CH:35]=2)[N:30]=1)[CH:26]([CH3:28])[CH3:27].C(O)(=O)C.C(O[BH-](OC(=O)C)OC(=O)C)(=O)C.[Na+], predict the reaction product.